This data is from Full USPTO retrosynthesis dataset with 1.9M reactions from patents (1976-2016). The task is: Predict the reactants needed to synthesize the given product. (1) Given the product [Cl:19][CH2:15][CH2:16][CH2:17][CH2:18][O:1][C:2]1[CH:3]=[CH:4][C:5]2[CH2:11][CH2:10][NH:9][C:8](=[O:12])[NH:7][C:6]=2[CH:13]=1, predict the reactants needed to synthesize it. The reactants are: [OH:1][C:2]1[CH:3]=[CH:4][C:5]2[CH2:11][CH2:10][NH:9][C:8](=[O:12])[NH:7][C:6]=2[CH:13]=1.Br[CH:15]([Cl:19])[CH2:16][CH2:17][CH3:18].C(=O)([O-])[O-].[Cs+].[Cs+]. (2) The reactants are: [NH:1]1[CH2:6][CH2:5][CH:4]([C:7]([O:9][CH3:10])=[O:8])[CH2:3][CH2:2]1.[Cl:11][C:12]1[N:17]=[C:16](Cl)[CH:15]=[CH:14][N:13]=1.C(N(CC)CC)C. Given the product [Cl:11][C:12]1[N:17]=[C:16]([N:1]2[CH2:6][CH2:5][CH:4]([C:7]([O:9][CH3:10])=[O:8])[CH2:3][CH2:2]2)[CH:15]=[CH:14][N:13]=1, predict the reactants needed to synthesize it. (3) Given the product [CH3:13][O:14][C:15](=[O:34])[CH:16]([O:23][C:24]1[CH:29]=[CH:28][CH:27]=[C:26]([C:30]2[N:12]=[C:10]([NH:9][C:4]3[CH:5]=[CH:6][C:7]([Cl:8])=[C:2]([Cl:1])[CH:3]=3)[S:11][CH:31]=2)[CH:25]=1)[C:17]1[CH:18]=[CH:19][CH:20]=[CH:21][CH:22]=1, predict the reactants needed to synthesize it. The reactants are: [Cl:1][C:2]1[CH:3]=[C:4]([NH:9][C:10]([NH2:12])=[S:11])[CH:5]=[CH:6][C:7]=1[Cl:8].[CH3:13][O:14][C:15](=[O:34])[CH:16]([O:23][C:24]1[CH:29]=[CH:28][CH:27]=[C:26]([C:30](=O)[CH2:31]Br)[CH:25]=1)[C:17]1[CH:22]=[CH:21][CH:20]=[CH:19][CH:18]=1. (4) Given the product [CH2:1]([O:3][CH:4]([CH2:10][C:11]1[CH:12]=[N:13][C:14]([O:17][CH2:18][CH2:19][C:20]2[N:21]=[C:22]([C:26]3[CH:31]=[CH:30][CH:29]=[CH:28][CH:27]=3)[O:23][C:24]=2[CH3:25])=[CH:15][CH:16]=1)[C:5]([O:7][CH2:8][CH3:9])=[O:6])[CH3:2], predict the reactants needed to synthesize it. The reactants are: [CH2:1]([O:3][C:4](=[CH:10][C:11]1[CH:12]=[N:13][C:14]([O:17][CH2:18][CH2:19][C:20]2[N:21]=[C:22]([C:26]3[CH:31]=[CH:30][CH:29]=[CH:28][CH:27]=3)[O:23][C:24]=2[CH3:25])=[CH:15][CH:16]=1)[C:5]([O:7][CH2:8][CH3:9])=[O:6])[CH3:2].